Dataset: Catalyst prediction with 721,799 reactions and 888 catalyst types from USPTO. Task: Predict which catalyst facilitates the given reaction. Reactant: [Cl:1][C:2]1[CH:7]=[CH:6][C:5]([S:8](Cl)(=[O:10])=[O:9])=[CH:4][CH:3]=1.[NH2:12][C@@H:13]([C@H:16]([OH:18])[CH3:17])[CH2:14][OH:15].C(=O)([O-])[O-].[K+].[K+]. Product: [Cl:1][C:2]1[CH:7]=[CH:6][C:5]([S:8]([NH:12][C@@H:13]([C@H:16]([OH:18])[CH3:17])[CH2:14][OH:15])(=[O:10])=[O:9])=[CH:4][CH:3]=1. The catalyst class is: 1.